This data is from NCI-60 drug combinations with 297,098 pairs across 59 cell lines. The task is: Regression. Given two drug SMILES strings and cell line genomic features, predict the synergy score measuring deviation from expected non-interaction effect. Drug 1: C1=NC2=C(N=C(N=C2N1C3C(C(C(O3)CO)O)F)Cl)N. Drug 2: C1=NC(=NC(=O)N1C2C(C(C(O2)CO)O)O)N. Cell line: HS 578T. Synergy scores: CSS=21.8, Synergy_ZIP=-1.70, Synergy_Bliss=4.76, Synergy_Loewe=4.47, Synergy_HSA=4.89.